Dataset: Forward reaction prediction with 1.9M reactions from USPTO patents (1976-2016). Task: Predict the product of the given reaction. (1) Given the reactants C([C:5](C1C=CC=CC=1)(C1C=CC=CC=1)[C@@:6](O[SiH3])([N:8]1[C:13]2=[N:14][C:15]([NH:18][C:19]3[CH:24]=[CH:23][CH:22]=[CH:21][CH:20]=3)=[N:16][CH:17]=[C:12]2[CH2:11][N:10]([C:25]2[CH:30]=[CH:29][C:28]([O:31][CH3:32])=[CH:27][CH:26]=2)[C:9]1=[O:33])[CH3:7])(C)(C)C.[F-].C([N+](CCCC)(CCCC)CCCC)CCC.[O:66]1CCCC1, predict the reaction product. The product is: [OH:66][CH2:5][C@H:6]([N:8]1[C:13]2=[N:14][C:15]([NH:18][C:19]3[CH:20]=[CH:21][CH:22]=[CH:23][CH:24]=3)=[N:16][CH:17]=[C:12]2[CH2:11][N:10]([C:25]2[CH:26]=[CH:27][C:28]([O:31][CH3:32])=[CH:29][CH:30]=2)[C:9]1=[O:33])[CH3:7]. (2) Given the reactants [CH2:1]([O:3][C:4]([C:6]1[CH:11]=[CH:10][CH:9]=[CH:8][C:7]=1[NH:12][C:13]([N:15]1[CH2:20][CH2:19][N:18]([C:21]([O:23][C:24]([CH3:27])([CH3:26])[CH3:25])=[O:22])[CH2:17][CH:16]1[CH2:28]O)=[O:14])=[O:5])[CH3:2].C1CCN2C(=NCCC2)CC1.CS(Cl)(=O)=O.O, predict the reaction product. The product is: [CH2:1]([O:3][C:4]([C:6]1[CH:11]=[CH:10][CH:9]=[CH:8][C:7]=1[N:12]1[CH2:28][CH:16]2[CH2:17][N:18]([C:21]([O:23][C:24]([CH3:25])([CH3:27])[CH3:26])=[O:22])[CH2:19][CH2:20][N:15]2[C:13]1=[O:14])=[O:5])[CH3:2].